Dataset: Reaction yield outcomes from USPTO patents with 853,638 reactions. Task: Predict the reaction yield, written as a fraction of the theoretical maximum amount of product (1.0 means a 100% yield; for example, 0.34 means a 34% yield). (1) The reactants are [Cl:1][C:2]1[N:3]([C:13]2[CH:14]=[C:15]([NH:19][C:20](=[O:22])[CH3:21])[CH:16]=[CH:17][CH:18]=2)[C:4]2[C:9]([C:10]=1[CH:11]=[O:12])=[CH:8][CH:7]=[CH:6][CH:5]=2.[NH:23]1[CH2:28][CH2:27][NH:26][CH2:25][CH2:24]1.Cl. No catalyst specified. The product is [ClH:1].[CH:11]([C:10]1[C:9]2[C:4](=[CH:5][CH:6]=[CH:7][CH:8]=2)[N:3]([C:13]2[CH:14]=[C:15]([NH:19][C:20](=[O:22])[CH3:21])[CH:16]=[CH:17][CH:18]=2)[C:2]=1[N:23]1[CH2:28][CH2:27][NH:26][CH2:25][CH2:24]1)=[O:12]. The yield is 0.370. (2) The reactants are C([O:4][C@H:5]1[CH2:22][CH2:21][C@@:20]2([CH3:23])[C@@H:7]([CH2:8][CH2:9][C@:10]3([CH3:49])[C@@H:19]2[CH2:18][CH2:17][C@H:16]2[C@@:11]3([CH3:48])[CH2:12][CH2:13][C@@:14]3([C:30]([N:32]4[CH2:36][CH2:35][CH2:34][C@@H:33]4[C:37]4[NH:38][C:39]([C:42]5[CH:47]=[CH:46][CH:45]=[CH:44][CH:43]=5)=[CH:40][N:41]=4)=[O:31])[CH2:26][CH2:25][C@@H:24]([C:27]([CH3:29])=[CH2:28])[C@@H:15]32)[C:6]1([CH3:51])[CH3:50])(=O)C.C(=O)([O-])[O-].[K+].[K+]. The catalyst is C1COCC1.CO. The product is [OH:4][C@H:5]1[CH2:22][CH2:21][C@@:20]2([CH3:23])[C@@H:7]([CH2:8][CH2:9][C@:10]3([CH3:49])[C@@H:19]2[CH2:18][CH2:17][C@H:16]2[C@@:11]3([CH3:48])[CH2:12][CH2:13][C@@:14]3([C:30]([N:32]4[CH2:36][CH2:35][CH2:34][C@@H:33]4[C:37]4[NH:38][C:39]([C:42]5[CH:43]=[CH:44][CH:45]=[CH:46][CH:47]=5)=[CH:40][N:41]=4)=[O:31])[CH2:26][CH2:25][C@@H:24]([C:27]([CH3:29])=[CH2:28])[C@@H:15]32)[C:6]1([CH3:51])[CH3:50]. The yield is 0.930. (3) The reactants are [NH2:1][C:2]1[C:9]([N+:10]([O-])=O)=[CH:8][C:5]([C:6]#[N:7])=[CH:4][C:3]=1[CH3:13].O.O.[Sn](Cl)(Cl)(Cl)Cl. The catalyst is C(O)C. The product is [NH2:10][C:9]1[CH:8]=[C:5]([CH:4]=[C:3]([CH3:13])[C:2]=1[NH2:1])[C:6]#[N:7]. The yield is 0.810. (4) The reactants are [CH3:1][C:2]1[N:9]2[C:5]([S:6][C:7]([C:10]([NH:12][NH2:13])=[O:11])=[N:8]2)=[CH:4][N:3]=1.[F:14][C:15]1[CH:20]=[CH:19][C:18]([CH2:21][N:22]=[C:23]=O)=[CH:17][CH:16]=1.ClC(Cl)(Cl)Cl.CCN(CC)CC.C1(P(C2C=CC=CC=2)C2C=CC=CC=2)C=CC=CC=1. The catalyst is C1COCC1. The product is [F:14][C:15]1[CH:20]=[CH:19][C:18]([CH2:21][NH:22][C:23]2[O:11][C:10]([C:7]3[S:6][C:5]4=[CH:4][N:3]=[C:2]([CH3:1])[N:9]4[N:8]=3)=[N:12][N:13]=2)=[CH:17][CH:16]=1. The yield is 0.850. (5) The reactants are [CH2:1]([O:3][C:4]([CH:6]1[NH:11][CH2:10][CH2:9][N:8]([C:12]([O:14][C:15]([CH3:18])([CH3:17])[CH3:16])=[O:13])[CH2:7]1)=[O:5])[CH3:2].[CH2:19]([O:23][C:24]1[CH:29]=[CH:28][C:27]([S:30](Cl)(=[O:32])=[O:31])=[CH:26][CH:25]=1)[C:20]#[C:21][CH3:22]. No catalyst specified. The product is [CH2:1]([O:3][C:4]([CH:6]1[N:11]([S:30]([C:27]2[CH:26]=[CH:25][C:24]([O:23][CH2:19][C:20]#[C:21][CH3:22])=[CH:29][CH:28]=2)(=[O:32])=[O:31])[CH2:10][CH2:9][N:8]([C:12]([O:14][C:15]([CH3:17])([CH3:16])[CH3:18])=[O:13])[CH2:7]1)=[O:5])[CH3:2]. The yield is 0.720. (6) The reactants are [CH2:1]1[C:5]2([CH2:10][CH2:9][NH:8][CH2:7][CH2:6]2)[CH2:4][CH2:3][N:2]1[C:11]([O:13][C:14]([CH3:17])([CH3:16])[CH3:15])=[O:12].Br[C:19]1[CH:20]=[N:21][CH:22]=[CH:23][CH:24]=1.C1C=CC(P(C2C(C3C(P(C4C=CC=CC=4)C4C=CC=CC=4)=CC=C4C=3C=CC=C4)=C3C(C=CC=C3)=CC=2)C2C=CC=CC=2)=CC=1. The catalyst is C1(C)C=CC=CC=1.CC([O-])=O.CC([O-])=O.[Pd+2]. The product is [N:21]1[CH:22]=[CH:23][CH:24]=[C:19]([N:8]2[CH2:7][CH2:6][C:5]3([CH2:1][N:2]([C:11]([O:13][C:14]([CH3:17])([CH3:16])[CH3:15])=[O:12])[CH2:3][CH2:4]3)[CH2:10][CH2:9]2)[CH:20]=1. The yield is 0.690.